This data is from Catalyst prediction with 721,799 reactions and 888 catalyst types from USPTO. The task is: Predict which catalyst facilitates the given reaction. Reactant: Br[C:2]1[CH:3]=[N:4][CH:5]=[C:6]2[C:11]=1[N:10]=[CH:9][CH:8]=[CH:7]2.[N:12]1[CH:17]=[CH:16][CH:15]=[CH:14][C:13]=1[C:18]1[C:19](B(O)O)=[C:20]2[CH2:25][CH2:24][CH2:23][N:21]2[N:22]=1.P([O-])([O-])([O-])=O.[K+].[K+].[K+].CN(C=O)C. Product: [N:12]1[CH:17]=[CH:16][CH:15]=[CH:14][C:13]=1[C:18]1[C:19]([C:2]2[CH:3]=[N:4][CH:5]=[C:6]3[C:11]=2[N:10]=[CH:9][CH:8]=[CH:7]3)=[C:20]2[CH2:25][CH2:24][CH2:23][N:21]2[N:22]=1. The catalyst class is: 257.